Dataset: Forward reaction prediction with 1.9M reactions from USPTO patents (1976-2016). Task: Predict the product of the given reaction. (1) Given the reactants [NH:1]1[C:9]2[C:4](=[N:5][C:6]([NH2:10])=[CH:7][CH:8]=2)[CH:3]=[CH:2]1.[Cl:11][C:12]1[CH:13]=[C:14]([CH:18]=[CH:19][C:20]=1[F:21])[C:15](Cl)=[O:16], predict the reaction product. The product is: [Cl:11][C:12]1[CH:13]=[C:14]([CH:18]=[CH:19][C:20]=1[F:21])[C:15]([NH:10][C:6]1[N:5]=[C:4]2[CH:3]=[CH:2][NH:1][C:9]2=[CH:8][CH:7]=1)=[O:16]. (2) Given the reactants [N+:1](/[CH:4]=[C:5](/[C:7]1[CH:12]=[CH:11][CH:10]=[CH:9][CH:8]=1)\[CH3:6])([O-:3])=[O:2].O1CCCC1.[F-].C([N+](CCCC)(CCCC)CCCC)CCC, predict the reaction product. The product is: [N+:1]([CH2:4][CH:5]([C:7]1[CH:12]=[CH:11][CH:10]=[CH:9][CH:8]=1)[CH3:6])([O-:3])=[O:2]. (3) Given the reactants [CH3:1][O:2][C:3](=[O:13])[CH2:4][C:5]1[CH:10]=[C:9]([OH:11])[CH:8]=[C:7]([OH:12])[CH:6]=1.[CH2:14](Br)[C:15]1[CH:20]=[CH:19][CH:18]=[CH:17][CH:16]=1.C(=O)([O-])[O-].[K+].[K+], predict the reaction product. The product is: [CH3:1][O:2][C:3](=[O:13])[CH2:4][C:5]1[CH:10]=[C:9]([O:11][CH2:14][C:15]2[CH:20]=[CH:19][CH:18]=[CH:17][CH:16]=2)[CH:8]=[C:7]([O:12][CH2:4][C:5]2[CH:10]=[CH:9][CH:8]=[CH:7][CH:6]=2)[CH:6]=1. (4) The product is: [Cl:16][C:17]1[C:22]([Cl:23])=[CH:21][CH:20]=[CH:19][C:18]=1[N:24]1[CH2:29][CH2:28][N:27]([CH2:2][CH2:3][CH2:4][CH2:5][O:6][C:7]2[CH:8]=[CH:9][C:10]3[N:11]([CH:13]=[CH:14][N:15]=3)[CH:12]=2)[CH2:26][CH2:25]1. Given the reactants Br[CH2:2][CH2:3][CH2:4][CH2:5][O:6][C:7]1[CH:8]=[CH:9][C:10]2[N:11]([CH:13]=[CH:14][N:15]=2)[CH:12]=1.[Cl:16][C:17]1[C:22]([Cl:23])=[CH:21][CH:20]=[CH:19][C:18]=1[N:24]1[CH2:29][CH2:28][NH:27][CH2:26][CH2:25]1, predict the reaction product. (5) Given the reactants [NH2:1][CH2:2][CH:3]1[CH2:7][CH2:6][CH2:5][N:4]1[C:8]([O:10][C:11]([CH3:14])([CH3:13])[CH3:12])=[O:9].[Cl:15][C:16]1[S:20][C:19]([C:21](O)=[O:22])=[CH:18][CH:17]=1, predict the reaction product. The product is: [C:11]([O:10][C:8]([N:4]1[CH2:5][CH2:6][CH2:7][CH:3]1[CH2:2][NH:1][C:21]([C:19]1[S:20][C:16]([Cl:15])=[CH:17][CH:18]=1)=[O:22])=[O:9])([CH3:14])([CH3:13])[CH3:12]. (6) The product is: [CH:20]([CH2:1][C@H:3]1[CH2:8][CH2:7][C@H:6]([CH2:9][O:10][C:11]2[CH:16]=[CH:15][CH:14]=[C:13]([F:17])[C:12]=2[F:18])[CH2:5][CH2:4]1)=[O:21]. Given the reactants [CH:1]([C@H:3]1[CH2:8][CH2:7][C@H:6]([CH2:9][O:10][C:11]2[CH:16]=[CH:15][CH:14]=[C:13]([F:17])[C:12]=2[F:18])[CH2:5][CH2:4]1)=O.[Cl-].[CH3:20][O:21]C[P+](C1C=CC=CC=1)(C1C=CC=CC=1)C1C=CC=CC=1.CC(C)([O-])C.[K+].O, predict the reaction product. (7) The product is: [Cl-:1].[OH:9][CH:4]([CH2:5][C:6]([O:8][CH3:10])=[O:7])[CH2:3][NH3+:2]. Given the reactants [ClH:1].[NH2:2][CH2:3][CH:4]([OH:9])[CH2:5][C:6]([OH:8])=[O:7].[CH3:10]O, predict the reaction product. (8) Given the reactants Br[CH2:2][C:3]([C:5]1[CH:10]=[CH:9][C:8]([O:11][CH:12]([CH3:14])[CH3:13])=[CH:7][CH:6]=1)=[O:4].[N:15]1([CH:21]2[CH2:26][CH2:25][NH:24][CH2:23][CH2:22]2)[CH2:20][CH2:19][CH2:18][CH2:17][CH2:16]1, predict the reaction product. The product is: [N:15]1([CH:21]2[CH2:26][CH2:25][N:24]([CH2:2][C:3]([C:5]3[CH:10]=[CH:9][C:8]([O:11][CH:12]([CH3:14])[CH3:13])=[CH:7][CH:6]=3)=[O:4])[CH2:23][CH2:22]2)[CH2:20][CH2:19][CH2:18][CH2:17][CH2:16]1. (9) Given the reactants Br[CH2:2][C:3]1[CH:8]=[CH:7][C:6]([CH2:9][CH2:10][N:11]2[CH:16]=[CH:15][C:14]([O:17][CH2:18][C:19]3[CH:24]=[CH:23][CH:22]=[C:21]([F:25])[CH:20]=3)=[CH:13][C:12]2=[O:26])=[CH:5][CH:4]=1.N1CCCC1.CN(C=[O:36])C, predict the reaction product. The product is: [F:25][C:21]1[CH:20]=[C:19]([CH:24]=[CH:23][CH:22]=1)[CH2:18][O:17][C:14]1[CH:15]=[CH:16][N:11]([CH2:10][CH2:9][C:6]2[CH:7]=[CH:8][C:3]([CH2:2][OH:36])=[CH:4][CH:5]=2)[C:12](=[O:26])[CH:13]=1. (10) The product is: [Br:25][C:26]1[CH:38]=[CH:37][C:36]2[C:35]3[C:30](=[CH:31][C:32]([Br:39])=[CH:33][CH:34]=3)[C:29]([OH:44])([C:2]3[CH:7]=[C:6]([CH2:8][CH2:9][CH2:10][CH2:11][CH2:12][CH3:13])[CH:5]=[C:4]([CH2:14][CH2:15][CH2:16][CH2:17][CH2:18][CH3:19])[CH:3]=3)[C:28]=2[CH:27]=1. Given the reactants Br[C:2]1[CH:7]=[C:6]([CH2:8][CH2:9][CH2:10][CH2:11][CH2:12][CH3:13])[CH:5]=[C:4]([CH2:14][CH2:15][CH2:16][CH2:17][CH2:18][CH3:19])[CH:3]=1.C([Li])CCC.[Br:25][C:26]1[C:27](=O)[C:28]2[C:36](=[CH:37][CH:38]=1)[C:35]1[C:30](=[CH:31][C:32]([Br:39])=[CH:33][CH:34]=1)[CH:29]=2.C1C[O:44]CC1, predict the reaction product.